Dataset: Reaction yield outcomes from USPTO patents with 853,638 reactions. Task: Predict the reaction yield, written as a fraction of the theoretical maximum amount of product (1.0 means a 100% yield; for example, 0.34 means a 34% yield). (1) The reactants are [C:1]([C:3]1[N:4]=[C:5]([N:8]2[CH2:11][CH:10]([OH:12])[CH2:9]2)[O:6][CH:7]=1)#[N:2].[CH3:13][S:14](Cl)(=[O:16])=[O:15].C(N(CC)CC)C.CO. The catalyst is C(Cl)Cl.N1C=CC=CC=1. The product is [C:1]([C:3]1[N:4]=[C:5]([N:8]2[CH2:11][CH:10]([O:12][S:14]([CH3:13])(=[O:16])=[O:15])[CH2:9]2)[O:6][CH:7]=1)#[N:2]. The yield is 0.980. (2) The reactants are [CH:1]([N:4]1[CH2:9][CH2:8][N:7]([C:10]([C:12]2[CH:13]=[C:14]3[C:18](=[CH:19][CH:20]=2)[NH:17][C:16]([C:21]([N:23]2[CH2:28][CH2:27][N:26]([S:29]([CH:32]([CH3:34])[CH3:33])(=[O:31])=[O:30])[CH2:25][CH2:24]2)=[O:22])=[CH:15]3)=[O:11])[CH2:6][CH2:5]1)([CH3:3])[CH3:2].[Cl:35][C:36]1[CH:37]=[C:38](B(O)O)[CH:39]=[CH:40][CH:41]=1. No catalyst specified. The product is [Cl:35][C:36]1[CH:41]=[C:40]([N:17]2[C:18]3[C:14](=[CH:13][C:12]([C:10]([N:7]4[CH2:6][CH2:5][N:4]([CH:1]([CH3:3])[CH3:2])[CH2:9][CH2:8]4)=[O:11])=[CH:20][CH:19]=3)[CH:15]=[C:16]2[C:21]([N:23]2[CH2:24][CH2:25][N:26]([S:29]([CH:32]([CH3:34])[CH3:33])(=[O:30])=[O:31])[CH2:27][CH2:28]2)=[O:22])[CH:39]=[CH:38][CH:37]=1. The yield is 0.650.